Dataset: Kir2.1 potassium channel HTS with 301,493 compounds. Task: Binary Classification. Given a drug SMILES string, predict its activity (active/inactive) in a high-throughput screening assay against a specified biological target. (1) The drug is S(=O)(=O)(N1CCC(CC1)C(=O)N1CCN(CC1)Cc1ccccc1)c1ccc(OCC)cc1. The result is 0 (inactive). (2) The compound is S(=O)(=O)(NC1CCC(CC1)C)c1ccc(N2CCCC2=O)cc1. The result is 0 (inactive).